Dataset: NCI-60 drug combinations with 297,098 pairs across 59 cell lines. Task: Regression. Given two drug SMILES strings and cell line genomic features, predict the synergy score measuring deviation from expected non-interaction effect. (1) Cell line: SK-OV-3. Drug 1: CN1C(=O)N2C=NC(=C2N=N1)C(=O)N. Synergy scores: CSS=-4.04, Synergy_ZIP=4.08, Synergy_Bliss=5.90, Synergy_Loewe=-1.74, Synergy_HSA=-1.64. Drug 2: COC1=NC(=NC2=C1N=CN2C3C(C(C(O3)CO)O)O)N. (2) Drug 1: CC(C)(C#N)C1=CC(=CC(=C1)CN2C=NC=N2)C(C)(C)C#N. Drug 2: C(CC(=O)O)C(=O)CN.Cl. Cell line: CAKI-1. Synergy scores: CSS=0.173, Synergy_ZIP=-0.552, Synergy_Bliss=-0.905, Synergy_Loewe=-8.11, Synergy_HSA=-8.10. (3) Cell line: A498. Drug 1: C1=CC(=CC=C1C#N)C(C2=CC=C(C=C2)C#N)N3C=NC=N3. Drug 2: CCN(CC)CCNC(=O)C1=C(NC(=C1C)C=C2C3=C(C=CC(=C3)F)NC2=O)C. Synergy scores: CSS=-2.44, Synergy_ZIP=1.13, Synergy_Bliss=0.847, Synergy_Loewe=-2.16, Synergy_HSA=-2.02. (4) Drug 1: CCC1(CC2CC(C3=C(CCN(C2)C1)C4=CC=CC=C4N3)(C5=C(C=C6C(=C5)C78CCN9C7C(C=CC9)(C(C(C8N6C=O)(C(=O)OC)O)OC(=O)C)CC)OC)C(=O)OC)O.OS(=O)(=O)O. Drug 2: C1C(C(OC1N2C=NC3=C2NC=NCC3O)CO)O. Cell line: NCI/ADR-RES. Synergy scores: CSS=0.547, Synergy_ZIP=-3.06, Synergy_Bliss=-6.59, Synergy_Loewe=-10.3, Synergy_HSA=-5.71. (5) Drug 1: C1CCC(C(C1)N)N.C(=O)(C(=O)[O-])[O-].[Pt+4]. Drug 2: C1C(C(OC1N2C=NC(=NC2=O)N)CO)O. Cell line: NCI/ADR-RES. Synergy scores: CSS=20.4, Synergy_ZIP=-3.62, Synergy_Bliss=2.03, Synergy_Loewe=4.02, Synergy_HSA=4.73. (6) Drug 1: CC1OCC2C(O1)C(C(C(O2)OC3C4COC(=O)C4C(C5=CC6=C(C=C35)OCO6)C7=CC(=C(C(=C7)OC)O)OC)O)O. Drug 2: CC1=C(C(CCC1)(C)C)C=CC(=CC=CC(=CC(=O)O)C)C. Cell line: NCI-H460. Synergy scores: CSS=46.5, Synergy_ZIP=1.60, Synergy_Bliss=2.45, Synergy_Loewe=-0.450, Synergy_HSA=4.38. (7) Drug 1: CC1=C2C(C(=O)C3(C(CC4C(C3C(C(C2(C)C)(CC1OC(=O)C(C(C5=CC=CC=C5)NC(=O)C6=CC=CC=C6)O)O)OC(=O)C7=CC=CC=C7)(CO4)OC(=O)C)O)C)OC(=O)C. Drug 2: C(=O)(N)NO. Cell line: HCT116. Synergy scores: CSS=34.6, Synergy_ZIP=17.0, Synergy_Bliss=18.7, Synergy_Loewe=-16.4, Synergy_HSA=14.2.